Binary Classification. Given a miRNA mature sequence and a target amino acid sequence, predict their likelihood of interaction. From a dataset of Experimentally validated miRNA-target interactions with 360,000+ pairs, plus equal number of negative samples. (1) The miRNA is hsa-miR-3128 with sequence UCUGGCAAGUAAAAAACUCUCAU. The protein sequence of the target gene is MARGGAGAEEASLRSNALSWLACGLLALLANAWIILSISAKQQKHKPLELLLCFLAGTHILMAAVPLTTFAVVQLRRQASSDYDWNESICKVFVSTYYTLALATCFTVASLSYHRMWMVRWPVNYRLSNAKKQALHAVMGIWMVSFILSTLPSIGWHNNGERYYARGCQFIVSKIGLGFGVCFSLLLLGGIVMGLVCVAITFYQTLWARPRRARQARRVGGGGGTKAGGPGALGTRPAFEVPAIVVEDARGKRRSSLDGSESAKTSLQVTNLVSAIVFLYDSLTGVPILVVSFFSLKSDS.... Result: 0 (no interaction). (2) The miRNA is hsa-miR-3195 with sequence CGCGCCGGGCCCGGGUU. The protein sequence of the target gene is MLERRCRGPLAMGLAQPRLLSGPSQESPQTLGKESRGLRQQGTSVAQSGAQAPGRAHRCAHCRRHFPGWVALWLHTRRCQARLPLPCPECGRRFRHAPFLALHRQVHAAATPDLGFACHLCGQSFRGWVALVLHLRAHSAAKRPIACPKCERRFWRRKQLRAHLRRCHPPAPEARPFICGNCGRSFAQWDQLVAHKRVHVAEALEEAAAKALGPRPRGRPAVTAPRPGGDAVDRPFQCACCGKRFRHKPNLIAHRRVHTGERPHQCPECGKRFTNKPYLTSHRRIHTGEKPYPCKECGRR.... Result: 1 (interaction). (3) The miRNA is mmu-miR-466p-5p with sequence UAUGUGUGUGUACAUGUACAU. The protein sequence of the target gene is MTPRRSRVKRRNLRKPKMRFLLVNRFTLLLLLLVSPTPVLQAPTNLTDSGLDQEPFLYLVGRKKLLDAQYKCYDRIHQLPSYEGEGLYCNRTWDGWMCWDDTPAGATAYQHCPDYFPDFDTAEKVSKYCDENGEWFRHPDSNRTWSNYTLCNAFTSEKLQNAYVLYYLALVGHSLSIAALVASMLIFWIFKNLSCQRVTLHKHMFLTYILNSIIIIIHLVEVVPNGDLVRRDPMHIFHHNTHMWTMQWELSPPLPLSAHEGKMDPHASEVISCKVLHFLHQYMMSCNYFWMLCEGIYLHT.... Result: 1 (interaction).